Predict the product of the given reaction. From a dataset of Forward reaction prediction with 1.9M reactions from USPTO patents (1976-2016). Given the reactants ClC1N=C(NNCC#C)N=C(NNCCC)N=1.Cl.CNOCC#C.[CH2:25]([NH:28][C:29]1[N:34]=[C:33]([NH:35][CH2:36][CH2:37][CH3:38])[N:32]=[C:31]([N:39]([CH3:44])[O:40][CH2:41][C:42]#[CH:43])[N:30]=1)[CH2:26][CH3:27], predict the reaction product. The product is: [CH3:44][N:39]([C:31]1[N:30]=[C:29]([NH:28][CH2:25][CH2:26][CH3:27])[N:34]=[C:33]([NH:35][CH2:36][C:37]#[CH:38])[N:32]=1)[O:40][CH2:41][C:42]#[CH:43].